From a dataset of TCR-epitope binding with 47,182 pairs between 192 epitopes and 23,139 TCRs. Binary Classification. Given a T-cell receptor sequence (or CDR3 region) and an epitope sequence, predict whether binding occurs between them. (1) The epitope is LSDDAVVCFNSTY. The TCR CDR3 sequence is CASSSTLGNEQFF. Result: 0 (the TCR does not bind to the epitope). (2) The epitope is FPRPWLHGL. The TCR CDR3 sequence is CASSLWAGVSDTQYF. Result: 1 (the TCR binds to the epitope). (3) The epitope is LPPAYTNSF. The TCR CDR3 sequence is CSVVTSGLPGYTQYF. Result: 0 (the TCR does not bind to the epitope). (4) The epitope is MMISAGFSL. The TCR CDR3 sequence is CASSPLRQASPHEQYF. Result: 0 (the TCR does not bind to the epitope). (5) The epitope is LEPLVDLPI. The TCR CDR3 sequence is CASSLARLEGDQPQHF. Result: 1 (the TCR binds to the epitope). (6) The epitope is YIFFASFYY. The TCR CDR3 sequence is CSAPSGTNTGELFF. Result: 1 (the TCR binds to the epitope). (7) Result: 0 (the TCR does not bind to the epitope). The TCR CDR3 sequence is CASSLPGETQYF. The epitope is SFHSLHLLF. (8) The epitope is FVDGVPFVV. The TCR CDR3 sequence is CASSPGGRGLNTEAFF. Result: 1 (the TCR binds to the epitope).